Dataset: Forward reaction prediction with 1.9M reactions from USPTO patents (1976-2016). Task: Predict the product of the given reaction. (1) Given the reactants [NH2:1][C:2]1[N:3]=[CH:4][C:5]([C:21]2[CH:31]=[CH:30][C:24]([C:25]([N:27]([CH3:29])[CH3:28])=[O:26])=[CH:23][CH:22]=2)=[N:6][C:7]=1[C:8]1[O:9][C:10]([C:13]2[CH:18]=[CH:17][C:16]([CH2:19]Br)=[CH:15][CH:14]=2)=[N:11][N:12]=1.[C:32]([O-:35])(=[O:34])[CH3:33].[K+].Cl, predict the reaction product. The product is: [C:32]([O:35][CH2:19][C:16]1[CH:17]=[CH:18][C:13]([C:10]2[O:9][C:8]([C:7]3[C:2]([NH2:1])=[N:3][CH:4]=[C:5]([C:21]4[CH:22]=[CH:23][C:24]([C:25](=[O:26])[N:27]([CH3:29])[CH3:28])=[CH:30][CH:31]=4)[N:6]=3)=[N:12][N:11]=2)=[CH:14][CH:15]=1)(=[O:34])[CH3:33]. (2) The product is: [Br:33][C:34]1[CH:39]=[CH:38][C:37]([S:40][CH2:12][CH2:13][CH:14]2[CH2:15][CH2:16][N:17]([C:20]([O:22][C:23]([CH3:24])([CH3:25])[CH3:26])=[O:21])[CH2:18][CH2:19]2)=[C:36]([C:41]([F:44])([F:42])[F:43])[CH:35]=1. Given the reactants CC1C=CC(S(O[CH2:12][CH2:13][CH:14]2[CH2:19][CH2:18][N:17]([C:20]([O:22][C:23]([CH3:26])([CH3:25])[CH3:24])=[O:21])[CH2:16][CH2:15]2)(=O)=O)=CC=1.C(=O)([O-])[O-].[K+].[K+].[Br:33][C:34]1[CH:39]=[CH:38][C:37]([SH:40])=[C:36]([C:41]([F:44])([F:43])[F:42])[CH:35]=1.CN(C=O)C, predict the reaction product. (3) Given the reactants [N:1]1([C:6]2[CH:34]=[CH:33][C:9]([CH2:10][C:11]3[C:12]([O:31][CH3:32])=[N:13][C:14]4[C:19]([C:20]=3[Cl:21])=[CH:18][C:17]([CH:22]([C:24]3[N:28]([CH3:29])[C:27]([CH3:30])=[N:26][CH:25]=3)[OH:23])=[CH:16][CH:15]=4)=[CH:8][CH:7]=2)[CH:5]=[CH:4][CH:3]=[N:2]1.ClCCl, predict the reaction product. The product is: [N:1]1([C:6]2[CH:34]=[CH:33][C:9]([CH2:10][C:11]3[C:12]([O:31][CH3:32])=[N:13][C:14]4[C:19]([C:20]=3[Cl:21])=[CH:18][C:17]([C:22]([C:24]3[N:28]([CH3:29])[C:27]([CH3:30])=[N:26][CH:25]=3)=[O:23])=[CH:16][CH:15]=4)=[CH:8][CH:7]=2)[CH:5]=[CH:4][CH:3]=[N:2]1. (4) Given the reactants [O:1]=[C:2]([CH2:6][CH2:7][C:8]([OH:10])=[O:9])[C:3]([OH:5])=[O:4].[H-].[Na+].Cl[Si](C)(C)C.F[B-](F)(F)F.[F:23][C:24]([F:34])([F:33])[C:25]1[CH:26]=[C:27]([N+]#N)[CH:28]=[CH:29][CH:30]=1, predict the reaction product. The product is: [F:23][C:24]([F:34])([F:33])[C:25]1[CH:30]=[C:29]([O:4][C:3](=[O:5])[C:2](=[O:1])[CH2:6][CH2:7][C:8]([OH:10])=[O:9])[CH:28]=[CH:27][CH:26]=1. (5) Given the reactants [I:1][C:2]1[CH:7]=[CH:6][C:5]([OH:8])=[CH:4][CH:3]=1.C(=O)([O-])[O-].[K+].[K+].[CH2:15](I)[CH3:16].O, predict the reaction product. The product is: [CH2:15]([O:8][C:5]1[CH:6]=[CH:7][C:2]([I:1])=[CH:3][CH:4]=1)[CH3:16]. (6) The product is: [CH3:27][CH:25]([N:24]1[C:20]([C:15]2[N:16]=[C:17]3[N:13]([CH:14]=2)[CH2:12][CH2:11][O:10][C:9]2[C:18]3=[CH:19][C:6]([C:4](=[O:5])[CH3:29])=[CH:7][CH:8]=2)=[N:21][CH:22]=[N:23]1)[CH3:26]. Given the reactants CON(C)[C:4]([C:6]1[CH:19]=[C:18]2[C:9]([O:10][CH2:11][CH2:12][N:13]3[C:17]2=[N:16][C:15]([C:20]2[N:24]([CH:25]([CH3:27])[CH3:26])[N:23]=[CH:22][N:21]=2)=[CH:14]3)=[CH:8][CH:7]=1)=[O:5].[CH3:29][Mg]Cl, predict the reaction product.